Task: Regression. Given a peptide amino acid sequence and an MHC pseudo amino acid sequence, predict their binding affinity value. This is MHC class II binding data.. Dataset: Peptide-MHC class II binding affinity with 134,281 pairs from IEDB (1) The peptide sequence is KPLLIIAEDVEGE. The MHC is DRB1_0404 with pseudo-sequence DRB1_0404. The binding affinity (normalized) is 0.437. (2) The peptide sequence is AAEWDRVHPVHAGPIP. The MHC is HLA-DQA10401-DQB10402 with pseudo-sequence HLA-DQA10401-DQB10402. The binding affinity (normalized) is 0.0485. (3) The peptide sequence is FNLIDTKCYKLEH. The MHC is DRB1_1101 with pseudo-sequence DRB1_1101. The binding affinity (normalized) is 0. (4) The peptide sequence is LAEGIVLASAALGPL. The MHC is HLA-DQA10601-DQB10402 with pseudo-sequence HLA-DQA10601-DQB10402. The binding affinity (normalized) is 0.307.